From a dataset of Forward reaction prediction with 1.9M reactions from USPTO patents (1976-2016). Predict the product of the given reaction. (1) Given the reactants Br[C:2]1[N:6]2[N:7]=[C:8]([NH:11][CH2:12][C:13]3[CH:18]=[C:17]([F:19])[CH:16]=[CH:15][C:14]=3[F:20])[CH:9]=[CH:10][C:5]2=[N:4][CH:3]=1.[C:21]([C:24]1[CH:29]=[CH:28][C:27](B(O)O)=[CH:26][CH:25]=1)([OH:23])=[O:22].C([O-])([O-])=O.[K+].[K+], predict the reaction product. The product is: [F:20][C:14]1[CH:15]=[CH:16][C:17]([F:19])=[CH:18][C:13]=1[CH2:12][NH:11][C:8]1[CH:9]=[CH:10][C:5]2[N:6]([C:2]([C:27]3[CH:28]=[CH:29][C:24]([C:21]([OH:23])=[O:22])=[CH:25][CH:26]=3)=[CH:3][N:4]=2)[N:7]=1. (2) Given the reactants ClC1C=C(CCC[N:11]([C@H:25]2[CH2:30][CH2:29][C@H:28]([CH3:31])[CH2:27][CH2:26]2)[C:12](=[O:24])NC2SC(SCC(O)=O)=CN=2)C=CC=1.[CH3:32][O:33][C:34]1[CH:39]=[CH:38][C:37]([CH2:40][CH2:41][CH2:42][C:43](O)=O)=[CH:36][CH:35]=1.C([O:48][C:49](=[O:60])[C:50]([S:53][C:54]1[S:58][C:57]([NH2:59])=[N:56][CH:55]=1)([CH3:52])[CH3:51])C, predict the reaction product. The product is: [CH3:32][O:33][C:34]1[CH:35]=[CH:36][C:37]([CH2:40][CH2:41][CH2:42][CH2:43][N:11]([C@H:25]2[CH2:30][CH2:29][C@H:28]([CH3:31])[CH2:27][CH2:26]2)[C:12](=[O:24])[NH:59][C:57]2[S:58][C:54]([S:53][C:50]([CH3:51])([CH3:52])[C:49]([OH:48])=[O:60])=[CH:55][N:56]=2)=[CH:38][CH:39]=1. (3) Given the reactants [O:1]1[C:5]2[CH:6]=[CH:7][C:8]([C:10]3([C:13]([NH:15][C:16]4[S:17][C:18]([C@@H:21]([N:30]5[CH2:34][CH2:33][C@@H:32]([O:35][Si](C(C)(C)C)(C)C)[CH2:31]5)[C:22]5[CH:27]=[CH:26][C:25]([F:28])=[CH:24][C:23]=5[Cl:29])=[CH:19][N:20]=4)=[O:14])[CH2:12][CH2:11]3)=[CH:9][C:4]=2[O:3][CH2:2]1.CCCC[N+](CCCC)(CCCC)CCCC.[F-], predict the reaction product. The product is: [O:1]1[C:5]2[CH:6]=[CH:7][C:8]([C:10]3([C:13]([NH:15][C:16]4[S:17][C:18]([C@H:21]([C:22]5[CH:27]=[CH:26][C:25]([F:28])=[CH:24][C:23]=5[Cl:29])[N:30]5[CH2:34][CH2:33][C@@H:32]([OH:35])[CH2:31]5)=[CH:19][N:20]=4)=[O:14])[CH2:12][CH2:11]3)=[CH:9][C:4]=2[O:3][CH2:2]1. (4) Given the reactants [CH:14]1[CH:19]=[CH:18][C:17](P([C:14]2[CH:19]=[CH:18][CH:17]=[CH:16][CH:15]=2)[C:14]2[CH:19]=[CH:18][CH:17]=[CH:16][CH:15]=2)=[CH:16][CH:15]=1.[Cl:20][C:21]1[C:26]([CH2:27][CH3:28])=[N:25][C:24](Cl)=[C:23]([CH2:30][CH3:31])[N:22]=1.[C:32]([O-:35])([O-])=O.[Na+].[Na+].[CH3:38][O:39]CCOC, predict the reaction product. The product is: [Cl:20][C:21]1[C:26]([CH2:27][CH3:28])=[N:25][C:24]([C:14]2[CH:15]=[CH:16][C:17]([O:39][CH3:38])=[CH:18][C:19]=2[O:35][CH3:32])=[C:23]([CH2:30][CH3:31])[N:22]=1. (5) The product is: [C:23]([C:28]1[C:29](=[O:38])[O:30][C:31]2([CH2:37][CH2:36][O:35][CH2:34][CH2:33]2)[CH:32]=1)(=[O:27])[CH:24]([CH3:26])[CH3:25]. Given the reactants O.COC1C=C[N+]([O-])=CC=1.I(C1C=CC=CC=1C(O)=O)(=O)=O.[C:23]([CH:28]1[CH2:32][C:31]2([CH2:37][CH2:36][O:35][CH2:34][CH2:33]2)[O:30][C:29]1=[O:38])(=[O:27])[CH:24]([CH3:26])[CH3:25], predict the reaction product. (6) Given the reactants [I:1]I.[OH-].[K+].[N:5]1([CH2:11][CH2:12][NH:13][C:14]2[CH:15]=[C:16]3[C:20](=[CH:21][C:22]=2[N+:23]([O-:25])=[O:24])[NH:19][N:18]=[CH:17]3)[CH2:10][CH2:9][O:8][CH2:7][CH2:6]1, predict the reaction product. The product is: [I:1][C:17]1[C:16]2[C:20](=[CH:21][C:22]([N+:23]([O-:25])=[O:24])=[C:14]([NH:13][CH2:12][CH2:11][N:5]3[CH2:10][CH2:9][O:8][CH2:7][CH2:6]3)[CH:15]=2)[NH:19][N:18]=1. (7) Given the reactants O=[C:2]1[C:9]2[CH:8]=[C:7]([C:10]([O:12][CH3:13])=[O:11])[NH:6][C:5]=2[CH2:4][CH2:3]1.[F:14][C:15]1[CH:16]=[C:17]([Mg]Br)[CH:18]=[CH:19][C:20]=1[F:21], predict the reaction product. The product is: [F:14][C:15]1[CH:16]=[C:17]([CH:2]2[C:9]3[CH:8]=[C:7]([C:10]([O:12][CH3:13])=[O:11])[NH:6][C:5]=3[CH2:4][CH2:3]2)[CH:18]=[CH:19][C:20]=1[F:21].[F:14][C:15]1[CH:16]=[C:17]([C:2]2[C:9]3[CH:8]=[C:7]([C:10]([O:12][CH3:13])=[O:11])[NH:6][C:5]=3[CH2:4][CH:3]=2)[CH:18]=[CH:19][C:20]=1[F:21]. (8) Given the reactants [N+]([C:4]1[CH:9]=[CH:8][N+:7]([O-:10])=[C:6]([CH3:11])[C:5]=1[CH3:12])([O-])=O.[Na+].[Cl-:14].Cl.[OH-].[Na+], predict the reaction product. The product is: [Cl:14][C:4]1[CH:9]=[CH:8][N+:7]([O-:10])=[C:6]([CH3:11])[C:5]=1[CH3:12]. (9) Given the reactants [F:1][C:2]1([F:38])[O:6][C:5]2[CH:7]=[CH:8][C:9]([C:11]3([C:14]([NH:16][C@H:17]4[C:26]5[C:21](=[CH:22][C:23]([OH:27])=[CH:24][CH:25]=5)[O:20][C@@H:19]([C:28]5[CH:37]=[CH:36][C:31]([C:32]([O:34]C)=[O:33])=[CH:30][CH:29]=5)[CH2:18]4)=[O:15])[CH2:13][CH2:12]3)=[CH:10][C:4]=2[O:3]1.[OH-].[Li+], predict the reaction product. The product is: [F:38][C:2]1([F:1])[O:6][C:5]2[CH:7]=[CH:8][C:9]([C:11]3([C:14]([NH:16][C@H:17]4[C:26]5[C:21](=[CH:22][C:23]([OH:27])=[CH:24][CH:25]=5)[O:20][C@@H:19]([C:28]5[CH:37]=[CH:36][C:31]([C:32]([OH:34])=[O:33])=[CH:30][CH:29]=5)[CH2:18]4)=[O:15])[CH2:12][CH2:13]3)=[CH:10][C:4]=2[O:3]1. (10) Given the reactants [F:1][C:2]1[CH:7]=[C:6]([N+:8]([O-])=O)[C:5]([F:11])=[CH:4][C:3]=1[CH2:12][C:13]([OH:15])=[O:14].CC(O)=O, predict the reaction product. The product is: [NH2:8][C:6]1[C:5]([F:11])=[CH:4][C:3]([CH2:12][C:13]([OH:15])=[O:14])=[C:2]([F:1])[CH:7]=1.